From a dataset of Peptide-MHC class I binding affinity with 185,985 pairs from IEDB/IMGT. Regression. Given a peptide amino acid sequence and an MHC pseudo amino acid sequence, predict their binding affinity value. This is MHC class I binding data. (1) The peptide sequence is HRCQAIRK. The MHC is HLA-A29:02 with pseudo-sequence HLA-A29:02. The binding affinity (normalized) is 0. (2) The peptide sequence is PLRPMTYR. The MHC is HLA-B57:01 with pseudo-sequence HLA-B57:01. The binding affinity (normalized) is 0.00261. (3) The binding affinity (normalized) is 0.396. The MHC is HLA-A11:01 with pseudo-sequence HLA-A11:01. The peptide sequence is QNITFDMLK. (4) The peptide sequence is ILKKLSPYF. The MHC is HLA-B15:01 with pseudo-sequence HLA-B15:01. The binding affinity (normalized) is 0.985. (5) The peptide sequence is GRLLGEVEDGY. The binding affinity (normalized) is 0.305. The MHC is HLA-B27:05 with pseudo-sequence HLA-B27:05. (6) The MHC is HLA-A01:01 with pseudo-sequence HLA-A01:01. The binding affinity (normalized) is 0.0847. The peptide sequence is RFRKKKKVY. (7) The peptide sequence is GQRVYSWVY. The MHC is HLA-B08:02 with pseudo-sequence HLA-B08:02. The binding affinity (normalized) is 0.0847. (8) The peptide sequence is MTKEASREY. The MHC is HLA-A30:01 with pseudo-sequence HLA-A30:01. The binding affinity (normalized) is 0.567. (9) The peptide sequence is ILYDTGSSW. The MHC is HLA-B40:01 with pseudo-sequence HLA-B40:01. The binding affinity (normalized) is 0.0847.